Task: Predict the reaction yield, written as a fraction of the theoretical maximum amount of product (1.0 means a 100% yield; for example, 0.34 means a 34% yield).. Dataset: Reaction yield outcomes from USPTO patents with 853,638 reactions (1) The reactants are Cl[CH2:2][C:3]1[CH:22]=[CH:21][C:6]([O:7][CH2:8][C:9]2[N:10]=[C:11]([C:15]3[CH:20]=[CH:19][CH:18]=[CH:17][CH:16]=3)[O:12][C:13]=2[CH3:14])=[CH:5][CH:4]=1.[C:23]1([C:29]2[N:30]=[C:31]([NH:40][CH2:41][CH2:42][CH3:43])[S:32][C:33]=2[CH2:34][CH2:35][C:36]([O:38][CH3:39])=[O:37])[CH:28]=[CH:27][CH:26]=[CH:25][CH:24]=1.[H-].[Na+].O. The catalyst is CN(C)C=O. The product is [CH3:14][C:13]1[O:12][C:11]([C:15]2[CH:20]=[CH:19][CH:18]=[CH:17][CH:16]=2)=[N:10][C:9]=1[CH2:8][O:7][C:6]1[CH:21]=[CH:22][C:3]([CH2:2][N:40]([C:31]2[S:32][C:33]([CH2:34][CH2:35][C:36]([O:38][CH3:39])=[O:37])=[C:29]([C:23]3[CH:24]=[CH:25][CH:26]=[CH:27][CH:28]=3)[N:30]=2)[CH2:41][CH2:42][CH3:43])=[CH:4][CH:5]=1. The yield is 0.780. (2) The reactants are [OH:1][C:2]1[CH:11]=[C:10]2[C:5]([C:6]([O:12][C:13]3[CH:18]=[CH:17][C:16]([NH:19][C:20]([C:22]4[S:23][CH:24]=[CH:25][CH:26]=4)=[O:21])=[CH:15][CH:14]=3)=[CH:7][CH:8]=[N:9]2)=[CH:4][C:3]=1[O:27][CH3:28].[CH:29]1([O:34][C:35](=[O:48])[C@@H:36]([NH:40][C:41]([O:43][C:44]([CH3:47])([CH3:46])[CH3:45])=[O:42])[CH2:37][CH2:38]Br)[CH2:33][CH2:32][CH2:31][CH2:30]1.C([O-])([O-])=O.[K+].[K+].C(Cl)Cl. The catalyst is CN(C=O)C.C(Cl)Cl.CO. The product is [CH:29]1([O:34][C:35](=[O:48])[C@@H:36]([NH:40][C:41]([O:43][C:44]([CH3:47])([CH3:46])[CH3:45])=[O:42])[CH2:37][CH2:38][O:1][C:2]2[CH:11]=[C:10]3[C:5]([C:6]([O:12][C:13]4[CH:18]=[CH:17][C:16]([NH:19][C:20]([C:22]5[S:23][CH:24]=[CH:25][CH:26]=5)=[O:21])=[CH:15][CH:14]=4)=[CH:7][CH:8]=[N:9]3)=[CH:4][C:3]=2[O:27][CH3:28])[CH2:30][CH2:31][CH2:32][CH2:33]1. The yield is 0.620. (3) The reactants are [S:1]1[CH2:6][CH2:5][CH2:4][S:3][CH2:2]1.[Li]CCCC.[CH3:12][O:13][CH2:14][CH2:15]Br. The catalyst is C1COCC1. The product is [CH3:12][O:13][CH2:14][CH2:15][CH:2]1[S:3][CH2:4][CH2:5][CH2:6][S:1]1. The yield is 0.960. (4) The reactants are [CH2:1]1[C:13]2[NH:12][C:11]3[C:6](=[CH:7][C:8]([NH2:14])=[CH:9][CH:10]=3)[C:5]=2[CH2:4][CH2:3][CH2:2]1.[O:15]1[C:19]2[CH:20]=[CH:21][C:22]([C:24]3([C:27](O)=[O:28])[CH2:26][CH2:25]3)=[CH:23][C:18]=2[O:17][CH2:16]1.C(N(C(C)C)CC)(C)C.CN(C(ON1N=NC2C=CC=NC1=2)=[N+](C)C)C.F[P-](F)(F)(F)(F)F. The catalyst is C(#N)C. The product is [O:15]1[C:19]2[CH:20]=[CH:21][C:22]([C:24]3([C:27]([NH:14][C:8]4[CH:7]=[C:6]5[C:11](=[CH:10][CH:9]=4)[NH:12][C:13]4[CH2:1][CH2:2][CH2:3][CH2:4][C:5]5=4)=[O:28])[CH2:25][CH2:26]3)=[CH:23][C:18]=2[O:17][CH2:16]1. The yield is 0.700. (5) The reactants are Br[CH2:2][C:3]#[N:4].C(N(C(C)C)C(C)C)C.[C:14]([O:18][C:19]([N:21]([CH3:33])[C@@H:22]([CH2:26][S:27][S:28][C:29]([CH3:32])([CH3:31])[CH3:30])[C:23]([OH:25])=[O:24])=[O:20])([CH3:17])([CH3:16])[CH3:15].[Cl-].[NH4+]. The catalyst is CN(C)C=O. The product is [C:14]([O:18][C:19]([N:21]([CH3:33])[C@@H:22]([CH2:26][S:27][S:28][C:29]([CH3:32])([CH3:31])[CH3:30])[C:23]([O:25][CH2:2][C:3]#[N:4])=[O:24])=[O:20])([CH3:17])([CH3:16])[CH3:15]. The yield is 0.780.